Dataset: Forward reaction prediction with 1.9M reactions from USPTO patents (1976-2016). Task: Predict the product of the given reaction. (1) Given the reactants C([O:5][C:6](=[O:33])[CH2:7][CH2:8][C:9]1[CH:14]=[CH:13][C:12]([O:15][CH2:16][CH2:17][C:18]2[N:19]=[C:20]([C:24]3[CH:29]=[CH:28][CH:27]=[CH:26][CH:25]=3)[O:21][C:22]=2[CH3:23])=[CH:11][C:10]=1[CH2:30][O:31][CH3:32])(C)(C)C.FC(F)(F)C(O)=O, predict the reaction product. The product is: [CH3:32][O:31][CH2:30][C:10]1[CH:11]=[C:12]([O:15][CH2:16][CH2:17][C:18]2[N:19]=[C:20]([C:24]3[CH:29]=[CH:28][CH:27]=[CH:26][CH:25]=3)[O:21][C:22]=2[CH3:23])[CH:13]=[CH:14][C:9]=1[CH2:8][CH2:7][C:6]([OH:33])=[O:5]. (2) Given the reactants [N:1]1([CH2:7][CH2:8]O)[CH2:6][CH2:5][CH2:4][CH2:3][CH2:2]1.C(N(CC)CC)C.CS(Cl)(=O)=O.[Na+].[I-].C(N(C(C)C)CC)(C)C.[CH:33]12[CH2:42][CH:37]3[CH2:38][CH:39]([CH2:41][CH:35]([CH2:36]3)[CH:34]1[NH:43][C:44](=[O:50])[C@H:45]1[CH2:49][CH2:48][CH2:47][NH:46]1)[CH2:40]2, predict the reaction product. The product is: [CH:33]12[CH2:40][CH:39]3[CH2:38][CH:37]([CH2:36][CH:35]([CH2:41]3)[CH:34]1[NH:43][C:44](=[O:50])[C@H:45]1[CH2:49][CH2:48][CH2:47][N:46]1[CH2:8][CH2:7][N:1]1[CH2:2][CH2:3][CH2:4][CH2:5][CH2:6]1)[CH2:42]2.